The task is: Regression. Given two drug SMILES strings and cell line genomic features, predict the synergy score measuring deviation from expected non-interaction effect.. This data is from NCI-60 drug combinations with 297,098 pairs across 59 cell lines. (1) Drug 1: CNC(=O)C1=CC=CC=C1SC2=CC3=C(C=C2)C(=NN3)C=CC4=CC=CC=N4. Drug 2: C1CCC(CC1)NC(=O)N(CCCl)N=O. Cell line: CCRF-CEM. Synergy scores: CSS=18.9, Synergy_ZIP=-0.386, Synergy_Bliss=-0.801, Synergy_Loewe=-3.22, Synergy_HSA=-0.189. (2) Drug 1: C1CC(=O)NC(=O)C1N2CC3=C(C2=O)C=CC=C3N. Drug 2: C1=CC(=C2C(=C1NCCNCCO)C(=O)C3=C(C=CC(=C3C2=O)O)O)NCCNCCO. Cell line: NCI-H226. Synergy scores: CSS=44.5, Synergy_ZIP=2.10, Synergy_Bliss=4.70, Synergy_Loewe=-30.7, Synergy_HSA=6.75. (3) Drug 1: CCC1(CC2CC(C3=C(CCN(C2)C1)C4=CC=CC=C4N3)(C5=C(C=C6C(=C5)C78CCN9C7C(C=CC9)(C(C(C8N6C=O)(C(=O)OC)O)OC(=O)C)CC)OC)C(=O)OC)O.OS(=O)(=O)O. Drug 2: C(CN)CNCCSP(=O)(O)O. Cell line: NCI-H322M. Synergy scores: CSS=-1.03, Synergy_ZIP=1.49, Synergy_Bliss=1.80, Synergy_Loewe=-0.897, Synergy_HSA=-0.759. (4) Drug 1: C1=CC(=C2C(=C1NCCNCCO)C(=O)C3=C(C=CC(=C3C2=O)O)O)NCCNCCO. Drug 2: B(C(CC(C)C)NC(=O)C(CC1=CC=CC=C1)NC(=O)C2=NC=CN=C2)(O)O. Cell line: COLO 205. Synergy scores: CSS=38.6, Synergy_ZIP=1.56, Synergy_Bliss=-0.299, Synergy_Loewe=0.142, Synergy_HSA=0.914. (5) Drug 1: C1=NC2=C(N=C(N=C2N1C3C(C(C(O3)CO)O)O)F)N. Drug 2: COCCOC1=C(C=C2C(=C1)C(=NC=N2)NC3=CC=CC(=C3)C#C)OCCOC.Cl. Cell line: SN12C. Synergy scores: CSS=16.6, Synergy_ZIP=-3.65, Synergy_Bliss=3.57, Synergy_Loewe=-0.146, Synergy_HSA=0.411.